This data is from Catalyst prediction with 721,799 reactions and 888 catalyst types from USPTO. The task is: Predict which catalyst facilitates the given reaction. (1) The catalyst class is: 36. Product: [F:24][C:2]1([F:1])[O:6][C:5]2[CH:7]=[CH:8][CH:9]=[C:10]([N:11]3[CH:16]=[C:15]([O:17][CH3:18])[C:14](=[O:19])[C:13]([C:20]([OH:22])=[O:21])=[N:12]3)[C:4]=2[O:3]1. Reactant: [F:1][C:2]1([F:24])[O:6][C:5]2[CH:7]=[CH:8][CH:9]=[C:10]([N:11]3[CH:16]=[C:15]([O:17][CH3:18])[C:14](=[O:19])[C:13]([C:20]([O:22]C)=[O:21])=[N:12]3)[C:4]=2[O:3]1.[OH-].[Na+]. (2) Reactant: [CH2:1]([O:3][C:4]1[CH:15]=[CH:14][C:7]([CH2:8][C@@H:9]([C:11]([OH:13])=[O:12])[NH2:10])=[CH:6][CH:5]=1)[CH3:2].CN(C)C(=N)N(C)C.[F:24][C:25]([F:32])([F:31])[C:26](OCC)=[O:27]. Product: [CH2:1]([O:3][C:4]1[CH:15]=[CH:14][C:7]([CH2:8][C@@H:9]([C:11]([OH:13])=[O:12])[NH:10][C:26](=[O:27])[C:25]([F:32])([F:31])[F:24])=[CH:6][CH:5]=1)[CH3:2]. The catalyst class is: 5. (3) Reactant: [Br:1][C:2]1[CH:7]=[CH:6][CH:5]=[CH:4][CH:3]=1.[C:8]([CH2:12][CH2:13][C:14](Cl)=[O:15])([O:10][CH3:11])=[O:9].[Cl-].[Al+3].[Cl-].[Cl-]. Product: [Br:1][C:2]1[CH:7]=[CH:6][C:5]([C:14](=[O:15])[CH2:13][CH2:12][C:8]([O:10][CH3:11])=[O:9])=[CH:4][CH:3]=1. The catalyst class is: 4. (4) Reactant: Cl[C:2]1[CH:11]=[CH:10][N:9]=[C:8]2[C:3]=1[C:4]1[CH:16]=[CH:15][CH:14]=[CH:13][C:5]=1[C:6](=[O:12])[NH:7]2.[NH2:17][C:18]1[CH:23]=C[CH:21]=[CH:20][C:19]=1O.[C:25](=[O:28])([O-])[O-].[K+].[K+]. Product: [NH2:17][C:18]1[CH:23]=[C:25]([CH:21]=[CH:20][CH:19]=1)[O:28][C:2]1[CH:11]=[CH:10][N:9]=[C:8]2[C:3]=1[C:4]1[CH:16]=[CH:15][CH:14]=[CH:13][C:5]=1[C:6](=[O:12])[NH:7]2. The catalyst class is: 121. (5) Reactant: [C:1]1([CH2:7][CH2:8][CH2:9][CH2:10][CH2:11][CH2:12][CH2:13][CH2:14][OH:15])[CH:6]=[CH:5][CH:4]=[CH:3][CH:2]=1.[N+](N[C:20]1[NH:25][C:24](=[O:26])[C:23]([CH2:27][C:28]2[CH:29]=[N:30][CH:31]=[CH:32][CH:33]=2)=[CH:22][N:21]=1)([O-])=O. Product: [C:1]1([CH2:7][CH2:8][CH2:9][CH2:10][CH2:11][CH2:12][CH2:13][CH2:14][O:15][C:20]2[NH:25][C:24](=[O:26])[C:23]([CH2:27][C:28]3[CH:29]=[N:30][CH:31]=[CH:32][CH:33]=3)=[CH:22][N:21]=2)[CH:6]=[CH:5][CH:4]=[CH:3][CH:2]=1. The catalyst class is: 17.